From a dataset of Catalyst prediction with 721,799 reactions and 888 catalyst types from USPTO. Predict which catalyst facilitates the given reaction. Reactant: [Cl:1][C:2]1[CH:7]=[CH:6][C:5]([N:8]2[C:16]([CH:17]([CH:21]3[CH2:26][CH2:25][CH2:24][CH2:23][CH2:22]3)[C:18](O)=[O:19])=[C:15]3[C:10]([CH2:11][CH2:12][CH2:13][CH2:14]3)=[N:9]2)=[CH:4][CH:3]=1.N1C=CC=CC=1.S(Cl)(Cl)=[O:34].[CH2:37]([O:39][C:40](=[O:49])[C:41]1[CH:46]=[CH:45][C:44]([NH2:47])=[C:43]([F:48])[CH:42]=1)[CH3:38]. Product: [CH2:37]([O:39][C:40](=[O:49])[C:41]1[CH:46]=[CH:45][C:44]([NH:47][C:18](=[O:19])[C:17]([C:16]2[N:8]([C:5]3[CH:6]=[CH:7][C:2]([Cl:1])=[CH:3][CH:4]=3)[N:9]=[C:10]3[C:15]=2[CH2:14][CH2:13][CH2:12][CH2:11]3)([CH:21]2[CH2:26][CH2:25][CH2:24][CH2:23][CH2:22]2)[OH:34])=[C:43]([F:48])[CH:42]=1)[CH3:38]. The catalyst class is: 2.